Predict the reaction yield, written as a fraction of the theoretical maximum amount of product (1.0 means a 100% yield; for example, 0.34 means a 34% yield). From a dataset of Reaction yield outcomes from USPTO patents with 853,638 reactions. (1) The reactants are [CH2:1]([O:3][C:4](=[O:17])[C:5]([CH3:16])([CH2:11][CH2:12][CH:13]([CH3:15])[CH3:14])[C:6](OCC)=[O:7])[CH3:2].CC(C[AlH]CC(C)C)C.C1(C)C=CC=CC=1. The catalyst is ClCCl. The product is [CH2:1]([O:3][C:4](=[O:17])[C:5]([CH:6]=[O:7])([CH3:16])[CH2:11][CH2:12][CH:13]([CH3:14])[CH3:15])[CH3:2]. The yield is 0.360. (2) The reactants are [Br:1][C:2]1[CH:3]=[C:4]2[C:10](I)=[CH:9][N:8]([S:12]([C:15]3[CH:21]=[CH:20][C:18]([CH3:19])=[CH:17][CH:16]=3)(=[O:14])=[O:13])[C:5]2=[N:6][CH:7]=1.[OH:22][C:23]1[CH:28]=[CH:27][C:26](B(O)O)=[CH:25][CH:24]=1.C([O-])([O-])=O.[Na+].[Na+]. The catalyst is CC#N.Cl[Pd](Cl)([P](C1C=CC=CC=1)(C1C=CC=CC=1)C1C=CC=CC=1)[P](C1C=CC=CC=1)(C1C=CC=CC=1)C1C=CC=CC=1. The product is [Br:1][C:2]1[CH:3]=[C:4]2[C:10]([C:26]3[CH:27]=[CH:28][C:23]([OH:22])=[CH:24][CH:25]=3)=[CH:9][N:8]([S:12]([C:15]3[CH:21]=[CH:20][C:18]([CH3:19])=[CH:17][CH:16]=3)(=[O:14])=[O:13])[C:5]2=[N:6][CH:7]=1. The yield is 0.760. (3) The reactants are Cl[C:2](=[N:24][OH:25])[C:3]1[CH:23]=[CH:22][C:6]([CH2:7][N:8]([CH:16]2[CH2:21][CH2:20][O:19][CH2:18][CH2:17]2)[C:9](=[O:15])[O:10][C:11]([CH3:14])([CH3:13])[CH3:12])=[CH:5][CH:4]=1.[Br:26][C:27]1[N:28]=[C:29]([C:48]#[CH:49])[C:30]([N:33]([C:41]([O:43][C:44]([CH3:47])([CH3:46])[CH3:45])=[O:42])[C:34](=[O:40])[O:35][C:36]([CH3:39])([CH3:38])[CH3:37])=[N:31][CH:32]=1.CCN(CC)CC. The catalyst is C(Cl)Cl.O. The product is [C:44]([O:43][C:41](=[O:42])[N:33]([C:30]1[C:29]([C:48]2[O:25][N:24]=[C:2]([C:3]3[CH:23]=[CH:22][C:6]([CH2:7][N:8]([C:9]([O:10][C:11]([CH3:14])([CH3:13])[CH3:12])=[O:15])[CH:16]4[CH2:21][CH2:20][O:19][CH2:18][CH2:17]4)=[CH:5][CH:4]=3)[CH:49]=2)=[N:28][C:27]([Br:26])=[CH:32][N:31]=1)[C:34]([O:35][C:36]([CH3:39])([CH3:38])[CH3:37])=[O:40])([CH3:45])([CH3:46])[CH3:47]. The yield is 0.780. (4) The reactants are C([O:3][C:4]([CH:6]1[CH2:11][CH2:10][N:9]([C:12]2[N:13]=[N:14][C:15]([CH2:20][C:21]3[CH:26]=[CH:25][CH:24]=[CH:23][CH:22]=3)=[C:16]([CH3:19])[C:17]=2[CH3:18])[CH2:8][CH2:7]1)=[O:5])C.[OH-].[Na+]. The catalyst is CCO.O. The product is [CH2:20]([C:15]1[N:14]=[N:13][C:12]([N:9]2[CH2:10][CH2:11][CH:6]([C:4]([OH:5])=[O:3])[CH2:7][CH2:8]2)=[C:17]([CH3:18])[C:16]=1[CH3:19])[C:21]1[CH:26]=[CH:25][CH:24]=[CH:23][CH:22]=1. The yield is 0.830. (5) The reactants are [F:1][C:2]([F:22])([F:21])[C:3]1[CH:4]=[C:5]([C:9]2[CH:20]=[CH:19][C:12]3[N:13]4[CH2:18][C@@H:16]([NH:17][C:11]=3[CH:10]=2)[CH2:15][CH2:14]4)[CH:6]=[CH:7][CH:8]=1.Cl[C:24](Cl)([O:26]C(=O)OC(Cl)(Cl)Cl)Cl.[O:35]1[C:39]([C:40]2[CH:41]=[C:42]([CH:44]=[CH:45][CH:46]=2)[NH2:43])=[CH:38][N:37]=[CH:36]1. The catalyst is C1COCC1. The product is [O:35]1[C:39]([C:40]2[CH:41]=[C:42]([NH:43][C:24]([N:17]3[C@@H:16]4[CH2:18][N:13]([CH2:14][CH2:15]4)[C:12]4[CH:19]=[CH:20][C:9]([C:5]5[CH:6]=[CH:7][CH:8]=[C:3]([C:2]([F:1])([F:21])[F:22])[CH:4]=5)=[CH:10][C:11]3=4)=[O:26])[CH:44]=[CH:45][CH:46]=2)=[CH:38][N:37]=[CH:36]1. The yield is 0.330.